Task: Regression/Classification. Given a drug SMILES string, predict its absorption, distribution, metabolism, or excretion properties. Task type varies by dataset: regression for continuous measurements (e.g., permeability, clearance, half-life) or binary classification for categorical outcomes (e.g., BBB penetration, CYP inhibition). Dataset: cyp3a4_veith.. Dataset: CYP3A4 inhibition data for predicting drug metabolism from PubChem BioAssay (1) The compound is O=C(O)CSc1ccc([N+](=O)[O-])cc1[N+](=O)[O-]. The result is 0 (non-inhibitor). (2) The compound is CC(=O)NCCNc1ncnc2ccc(-c3ccccc3Cl)cc12. The result is 1 (inhibitor). (3) The compound is CCCC[n+]1cc(/N=C(\[O-])OC)on1. The result is 0 (non-inhibitor). (4) The compound is COC(=O)c1cc2c(s1)N=C(c1ccccc1)N(C)P2(=O)N1CCOCC1. The result is 0 (non-inhibitor). (5) The compound is O=C(CSc1ccccc1)Nc1ccc(N2CCN(c3ccccc3)CC2)c(F)c1. The result is 0 (non-inhibitor).